Dataset: Full USPTO retrosynthesis dataset with 1.9M reactions from patents (1976-2016). Task: Predict the reactants needed to synthesize the given product. (1) Given the product [F:1][C:2]1[CH:3]=[CH:4][C:5]([C:8]2[S:12][C:11]([CH:21]=[O:22])=[N:10][CH:9]=2)=[CH:6][CH:7]=1, predict the reactants needed to synthesize it. The reactants are: [F:1][C:2]1[CH:7]=[CH:6][C:5]([C:8]2[S:12][CH:11]=[N:10][CH:9]=2)=[CH:4][CH:3]=1.[Li]CCCC.CN([CH:21]=[O:22])C. (2) Given the product [C:48]([C:47]1[CH:50]=[C:51]([C:2]2[C:3]3[CH:10]=[C:9]([C:11]4[CH:16]=[CH:15][C:14]([N:17]5[CH2:22][CH2:21][N:20]([C:23]([O:25][C:26]([CH3:27])([CH3:29])[CH3:28])=[O:24])[CH2:19][CH2:18]5)=[CH:13][CH:12]=4)[N:8]([S:30]([C:33]4[CH:38]=[CH:37][CH:36]=[CH:35][CH:34]=4)(=[O:31])=[O:32])[C:4]=3[N:5]=[CH:6][N:7]=2)[CH:52]=[CH:53][C:46]=1[O:45][CH:42]1[CH2:43][CH2:44][O:39][CH2:40][CH2:41]1)#[N:49], predict the reactants needed to synthesize it. The reactants are: Cl[C:2]1[C:3]2[CH:10]=[C:9]([C:11]3[CH:16]=[CH:15][C:14]([N:17]4[CH2:22][CH2:21][N:20]([C:23]([O:25][C:26]([CH3:29])([CH3:28])[CH3:27])=[O:24])[CH2:19][CH2:18]4)=[CH:13][CH:12]=3)[N:8]([S:30]([C:33]3[CH:38]=[CH:37][CH:36]=[CH:35][CH:34]=3)(=[O:32])=[O:31])[C:4]=2[N:5]=[CH:6][N:7]=1.[O:39]1[CH2:44][CH2:43][CH:42]([O:45][C:46]2[CH:53]=[CH:52][C:51](B3OC(C)(C)C(C)(C)O3)=[CH:50][C:47]=2[C:48]#[N:49])[CH2:41][CH2:40]1.C([O-])([O-])=O.[Cs+].[Cs+]. (3) Given the product [CH2:23]([O:16][CH2:15][C@H:14]([N:1]1[C:13]2[C:12]3[CH:11]=[CH:10][CH:9]=[CH:8][C:7]=3[N:6]=[CH:5][C:4]=2[N:3]=[CH:2]1)[CH2:17][CH3:18])[C:22]#[CH:21], predict the reactants needed to synthesize it. The reactants are: [N:1]1([C@H:14]([CH2:17][CH3:18])[CH2:15][OH:16])[C:13]2[C:12]3[CH:11]=[CH:10][CH:9]=[CH:8][C:7]=3[N:6]=[CH:5][C:4]=2[N:3]=[CH:2]1.[OH-].[Na+].[CH2:21](Br)[C:22]#[CH:23]. (4) Given the product [CH3:24][O:23][C:21]1[CH:20]=[C:15]([CH:14]=[C:13]([N:12]=[CH:10][C:2]2[CH:3]=[C:4]3[CH:9]=[CH:8][CH:7]=[CH:6][N:5]3[N:1]=2)[CH:22]=1)[O:16][CH2:17][CH2:18][OH:19], predict the reactants needed to synthesize it. The reactants are: [N:1]1[N:5]2[CH:6]=[CH:7][CH:8]=[CH:9][C:4]2=[CH:3][C:2]=1[CH:10]=O.[NH2:12][C:13]1[CH:14]=[C:15]([CH:20]=[C:21]([O:23][CH3:24])[CH:22]=1)[O:16][CH2:17][CH2:18][OH:19]. (5) Given the product [F:13][C:14]1[CH:15]=[C:16]([C:44]2[CH:49]=[CH:48][CH:47]=[CH:46][C:45]=2[C:50]2[NH:3][C:4](=[O:7])[O:5][N:51]=2)[CH:17]=[CH:18][C:19]=1[CH2:20][C:21]1[C:22](=[O:43])[N:23]([C@H:33]2[CH2:36][C@H:35]([O:37][CH2:38][C:39]([OH:42])([CH3:40])[CH3:41])[CH2:34]2)[C:24]2[N:25]([N:30]=[CH:31][N:32]=2)[C:26]=1[CH2:27][CH2:28][CH3:29], predict the reactants needed to synthesize it. The reactants are: [Cl-].O[NH3+:3].[C:4](=[O:7])([O-])[OH:5].[Na+].CS(C)=O.[F:13][C:14]1[CH:15]=[C:16]([C:44]2[C:45]([C:50]#[N:51])=[CH:46][CH:47]=[CH:48][CH:49]=2)[CH:17]=[CH:18][C:19]=1[CH2:20][C:21]1[C:22](=[O:43])[N:23]([C@H:33]2[CH2:36][C@H:35]([O:37][CH2:38][C:39]([OH:42])([CH3:41])[CH3:40])[CH2:34]2)[C:24]2[N:25]([N:30]=[CH:31][N:32]=2)[C:26]=1[CH2:27][CH2:28][CH3:29]. (6) Given the product [Cl:7][C:8]1[CH:16]=[CH:15][C:14]([C:17]2[CH:22]=[CH:21][CH:20]=[CH:19][N:18]=2)=[CH:13][C:9]=1[C:10]([NH:12][C:29](=[O:44])[NH:30][C:31]1[S:32][C:33]2[CH:39]=[C:38]([S:40]([CH2:43][CH2:60][CH2:59][N:58]3[CH2:2][CH2:1][N:55]([CH3:54])[CH2:56][CH2:57]3)(=[O:41])=[O:42])[CH:37]=[CH:36][C:34]=2[N:35]=1)=[O:11], predict the reactants needed to synthesize it. The reactants are: [C:1](Cl)(=O)[C:2](Cl)=O.[Cl:7][C:8]1[CH:16]=[CH:15][C:14]([C:17]2[CH:22]=[CH:21][CH:20]=[CH:19][N:18]=2)=[CH:13][C:9]=1[C:10]([NH2:12])=[O:11].ClC1C=CC(N2C=CN=N2)=CC=1C(N[C:29](=[O:44])[NH:30][C:31]1[S:32][C:33]2[CH:39]=[C:38]([S:40]([CH3:43])(=[O:42])=[O:41])[CH:37]=[CH:36][C:34]=2[N:35]=1)=O.[CH3:54][N:55]1[CH2:60][CH2:59][NH:58][CH2:57][CH2:56]1. (7) Given the product [CH:2]([C:3]1[CH:4]=[CH:5][C:6]([N:9]2[CH2:10][CH2:11][CH:12]([NH:15][C:16](=[O:23])[C:17]3[CH:18]=[CH:19][CH:20]=[CH:21][CH:22]=3)[CH2:13][CH2:14]2)=[CH:7][CH:8]=1)=[O:1], predict the reactants needed to synthesize it. The reactants are: [OH:1][CH2:2][C:3]1[CH:8]=[CH:7][C:6]([N:9]2[CH2:14][CH2:13][CH:12]([NH:15][C:16](=[O:23])[C:17]3[CH:22]=[CH:21][CH:20]=[CH:19][CH:18]=3)[CH2:11][CH2:10]2)=[CH:5][CH:4]=1.C[N+]1([O-])CCOCC1.